This data is from Full USPTO retrosynthesis dataset with 1.9M reactions from patents (1976-2016). The task is: Predict the reactants needed to synthesize the given product. (1) Given the product [Cl:26][C:22]1[CH:21]=[C:20]2[C:25]([C:16]([O:1][C:2]3[CH:3]=[C:4]4[C:9](=[CH:10][CH:11]=3)[C:8]([C:12]([OH:14])=[O:13])=[CH:7][CH:6]=[CH:5]4)=[CH:17][CH:18]=[N:19]2)=[CH:24][CH:23]=1, predict the reactants needed to synthesize it. The reactants are: [OH:1][C:2]1[CH:3]=[C:4]2[C:9](=[CH:10][CH:11]=1)[C:8]([C:12]([OH:14])=[O:13])=[CH:7][CH:6]=[CH:5]2.Cl[C:16]1[C:25]2[C:20](=[CH:21][C:22]([Cl:26])=[CH:23][CH:24]=2)[N:19]=[CH:18][CH:17]=1. (2) Given the product [CH2:1]([O:3][C:4]([CH2:6][O:7][C:8](=[O:19])[CH:9]([CH:11]1[CH2:16][CH2:15][CH2:14][C:13]([CH3:17])([CH3:18])[CH2:12]1)[CH3:10])=[O:5])[CH3:2], predict the reactants needed to synthesize it. The reactants are: [CH2:1]([O:3][C:4]([CH2:6][O:7][C:8](=[O:19])[C:9](=[C:11]1[CH2:16][CH2:15][CH2:14][C:13]([CH3:18])([CH3:17])[CH2:12]1)[CH3:10])=[O:5])[CH3:2]. (3) Given the product [C:15]([C:7]1[C:8]([C:11]([F:12])([F:14])[F:13])=[C:9]2[C:4](=[CH:5][CH:6]=1)[N:3]([CH2:18][C:19]([NH2:21])=[O:20])[C:2]([CH3:1])=[CH:10]2)#[N:16], predict the reactants needed to synthesize it. The reactants are: [CH3:1][C:2]1[NH:3][C:4]2[C:9]([CH:10]=1)=[C:8]([C:11]([F:14])([F:13])[F:12])[C:7]([C:15]#[N:16])=[CH:6][CH:5]=2.Br[CH2:18][C:19]([NH2:21])=[O:20]. (4) Given the product [Cl:1][C:2]1[CH:3]=[CH:4][C:5]([O:38][CH:39]([F:41])[F:40])=[C:6]([C:8]2[C:13]([O:14][CH3:15])=[CH:12][N:11]([CH:16]([CH2:33][CH2:34][O:35][CH3:36])[C:17]([NH:19][C:20]3[CH:32]=[CH:31][C:23]([C:24]([OH:26])=[O:25])=[CH:22][CH:21]=3)=[O:18])[C:10](=[O:37])[CH:9]=2)[CH:7]=1, predict the reactants needed to synthesize it. The reactants are: [Cl:1][C:2]1[CH:3]=[CH:4][C:5]([O:38][CH:39]([F:41])[F:40])=[C:6]([C:8]2[C:13]([O:14][CH3:15])=[CH:12][N:11]([CH:16]([CH2:33][CH2:34][O:35][CH3:36])[C:17]([NH:19][C:20]3[CH:32]=[CH:31][C:23]([C:24]([O:26]C(C)(C)C)=[O:25])=[CH:22][CH:21]=3)=[O:18])[C:10](=[O:37])[CH:9]=2)[CH:7]=1.C(O)(C(F)(F)F)=O. (5) Given the product [NH2:1][C:4]1[CH:5]=[C:6]([CH2:10][S:11]([N:14]([CH3:16])[CH3:15])(=[O:13])=[O:12])[CH:7]=[CH:8][CH:9]=1, predict the reactants needed to synthesize it. The reactants are: [N+:1]([C:4]1[CH:5]=[C:6]([CH2:10][S:11]([N:14]([CH3:16])[CH3:15])(=[O:13])=[O:12])[CH:7]=[CH:8][CH:9]=1)([O-])=O.